Dataset: Forward reaction prediction with 1.9M reactions from USPTO patents (1976-2016). Task: Predict the product of the given reaction. Given the reactants [BH4-].[Na+].[CH:3]1([C:9]2[CH:10]=[C:11]([CH:18]=[O:19])[S:12][C:13]=2[C:14]([F:17])([F:16])[F:15])[CH2:8][CH2:7][CH2:6][CH2:5][CH2:4]1, predict the reaction product. The product is: [CH:3]1([C:9]2[CH:10]=[C:11]([CH2:18][OH:19])[S:12][C:13]=2[C:14]([F:15])([F:16])[F:17])[CH2:4][CH2:5][CH2:6][CH2:7][CH2:8]1.